Dataset: NCI-60 drug combinations with 297,098 pairs across 59 cell lines. Task: Regression. Given two drug SMILES strings and cell line genomic features, predict the synergy score measuring deviation from expected non-interaction effect. Drug 1: C(=O)(N)NO. Drug 2: CC1CCC2CC(C(=CC=CC=CC(CC(C(=O)C(C(C(=CC(C(=O)CC(OC(=O)C3CCCCN3C(=O)C(=O)C1(O2)O)C(C)CC4CCC(C(C4)OC)O)C)C)O)OC)C)C)C)OC. Cell line: NCI-H522. Synergy scores: CSS=0.992, Synergy_ZIP=-0.274, Synergy_Bliss=0.489, Synergy_Loewe=0.0164, Synergy_HSA=-0.0994.